This data is from Forward reaction prediction with 1.9M reactions from USPTO patents (1976-2016). The task is: Predict the product of the given reaction. Given the reactants [CH2:1]1[C:9]2[C:4](=[CH:5][CH:6]=[CH:7][CH:8]=2)[CH2:3][CH:2]1[C@H:10]1[NH:15][C:14](=[O:16])[C@@H:13]([CH:17]([CH2:20][CH3:21])[CH2:18][CH3:19])[N:12]([CH2:22][C:23]2[CH:28]=[CH:27][CH:26]=[CH:25][C:24]=2[S:29]C(C)(C)C)[C:11]1=[O:34].[N+](C1C=CC=CC=1SCl)([O-])=O, predict the reaction product. The product is: [CH2:1]1[C:9]2[C:4](=[CH:5][CH:6]=[CH:7][CH:8]=2)[CH2:3][CH:2]1[C@H:10]1[NH:15][C:14](=[O:16])[C@@H:13]([CH:17]([CH2:20][CH3:21])[CH2:18][CH3:19])[N:12]([CH2:22][C:23]2[CH:28]=[CH:27][CH:26]=[CH:25][C:24]=2[SH:29])[C:11]1=[O:34].